Predict which catalyst facilitates the given reaction. From a dataset of Catalyst prediction with 721,799 reactions and 888 catalyst types from USPTO. (1) Reactant: [Cl:1][C:2]1[C:3]([O:29][C:30]2[CH:35]=[CH:34][C:33]([C:36]3[CH:41]=[CH:40][CH:39]=[CH:38][C:37]=3[C:42]([F:45])([F:44])[F:43])=[CH:32][C:31]=2[C:46](=O)/[CH:47]=[CH:48]/N(C)C)=[CH:4][C:5]([F:28])=[C:6]([S:8]([N:11]([CH2:17][C:18]2[CH:23]=[CH:22][C:21]([O:24][CH3:25])=[CH:20][C:19]=2[O:26][CH3:27])[C:12]2[S:13][CH:14]=[N:15][N:16]=2)(=[O:10])=[O:9])[CH:7]=1.[NH:53]([CH:55]1[CH2:58][N:57]([C:59]([O:61][C:62]([CH3:65])([CH3:64])[CH3:63])=[O:60])[CH2:56]1)[NH2:54].C(=O)([O-])O.[Na+]. Product: [Cl:1][C:2]1[CH:7]=[C:6]([S:8]([N:11]([CH2:17][C:18]2[CH:23]=[CH:22][C:21]([O:24][CH3:25])=[CH:20][C:19]=2[O:26][CH3:27])[C:12]2[S:13][CH:14]=[N:15][N:16]=2)(=[O:9])=[O:10])[C:5]([F:28])=[CH:4][C:3]=1[O:29][C:30]1[CH:35]=[CH:34][C:33]([C:36]2[CH:41]=[CH:40][CH:39]=[CH:38][C:37]=2[C:42]([F:43])([F:44])[F:45])=[CH:32][C:31]=1[C:46]1[N:53]([CH:55]2[CH2:56][N:57]([C:59]([O:61][C:62]([CH3:65])([CH3:64])[CH3:63])=[O:60])[CH2:58]2)[N:54]=[CH:48][CH:47]=1. The catalyst class is: 212. (2) Reactant: [CH2:1]([N:3]([CH2:32][CH3:33])[CH2:4][CH2:5]/[CH:6]=[CH:7]/[C:8]1[CH:13]=[CH:12][CH:11]=[CH:10][C:9]=1[S:14]([NH:17][C:18]1[CH:27]=[CH:26][C:25]2[CH2:24][CH2:23][CH2:22][CH2:21][C:20]=2[C:19]=1[C:28]([O:30]C)=[O:29])(=[O:16])=[O:15])[CH3:2].[Li+].[I-]. Product: [CH2:32]([N:3]([CH2:1][CH3:2])[CH2:4][CH2:5]/[CH:6]=[CH:7]/[C:8]1[CH:13]=[CH:12][CH:11]=[CH:10][C:9]=1[S:14]([NH:17][C:18]1[CH:27]=[CH:26][C:25]2[CH2:24][CH2:23][CH2:22][CH2:21][C:20]=2[C:19]=1[C:28]([OH:30])=[O:29])(=[O:16])=[O:15])[CH3:33]. The catalyst class is: 17. (3) The catalyst class is: 582. Product: [NH2:23][C:20]1[CH:21]=[CH:22][C:2]([CH3:1])=[C:3]([CH:19]=1)[C:4]([NH:6][C@@H:7]([C:9]1[C:18]2[C:13](=[CH:14][CH:15]=[CH:16][CH:17]=2)[CH:12]=[CH:11][CH:10]=1)[CH3:8])=[O:5]. Reactant: [CH3:1][C:2]1[CH:22]=[CH:21][C:20]([N+:23]([O-])=O)=[CH:19][C:3]=1[C:4]([NH:6][C@@H:7]([C:9]1[C:18]2[C:13](=[CH:14][CH:15]=[CH:16][CH:17]=2)[CH:12]=[CH:11][CH:10]=1)[CH3:8])=[O:5]. (4) Reactant: [CH2:1]([O:8][C:9]1[CH:10]=[CH:11][C:12](Br)=[C:13]([C:15]2[CH2:19][C:18]([CH2:28][C:29]([O:31][C:32]([CH3:35])([CH3:34])[CH3:33])=[O:30])([CH2:20][C:21]([O:23][C:24]([CH3:27])([CH3:26])[CH3:25])=[O:22])[O:17][N:16]=2)[CH:14]=1)[C:2]1[CH:7]=[CH:6][CH:5]=[CH:4][CH:3]=1.CC1(C)C(C)(C)OB([C:45]2[CH2:46][CH2:47][N:48]([CH2:51][CH2:52][C:53]([O:55][C:56]([CH3:59])([CH3:58])[CH3:57])=[O:54])[CH2:49][CH:50]=2)O1.C(=O)([O-])[O-].[Cs+].[Cs+].COCCOC. Product: [CH2:1]([O:8][C:9]1[CH:10]=[CH:11][C:12]([C:45]2[CH2:50][CH2:49][N:48]([CH2:51][CH2:52][C:53]([O:55][C:56]([CH3:59])([CH3:58])[CH3:57])=[O:54])[CH2:47][CH:46]=2)=[C:13]([C:15]2[CH2:19][C:18]([CH2:28][C:29]([O:31][C:32]([CH3:35])([CH3:34])[CH3:33])=[O:30])([CH2:20][C:21](=[O:22])[O:23][C:24]([CH3:27])([CH3:26])[CH3:25])[O:17][N:16]=2)[CH:14]=1)[C:2]1[CH:7]=[CH:6][CH:5]=[CH:4][CH:3]=1. The catalyst class is: 263. (5) Reactant: [CH3:1][O:2][C:3]1[CH:32]=[CH:31][C:6]([CH2:7][N:8]2[C:12]([C:13]3[C:17]([N+:18]([O-:20])=[O:19])=[CH:16][N:15]([CH2:21][C:22]4[CH:27]=[CH:26][C:25]([O:28][CH3:29])=[CH:24][CH:23]=4)[N:14]=3)=[N:11][NH:10][C:9]2=[O:30])=[CH:5][CH:4]=1.[OH-].[Na+].[CH3:35]I. Product: [CH3:1][O:2][C:3]1[CH:4]=[CH:5][C:6]([CH2:7][N:8]2[C:12]([C:13]3[C:17]([N+:18]([O-:20])=[O:19])=[CH:16][N:15]([CH2:21][C:22]4[CH:27]=[CH:26][C:25]([O:28][CH3:29])=[CH:24][CH:23]=4)[N:14]=3)=[N:11][N:10]([CH3:35])[C:9]2=[O:30])=[CH:31][CH:32]=1. The catalyst class is: 14. (6) Reactant: C(OC(=O)[NH:7][CH2:8][C:9]([N:11]1[CH2:16][CH2:15][CH:14]([NH:17][C:18]2[CH:23]=[CH:22][CH:21]=[CH:20][C:19]=2[Cl:24])[CH2:13][CH2:12]1)=[O:10])(C)(C)C.O1CCOCC1.Cl. Product: [ClH:24].[NH2:7][CH2:8][C:9]([N:11]1[CH2:16][CH2:15][CH:14]([NH:17][C:18]2[CH:23]=[CH:22][CH:21]=[CH:20][C:19]=2[Cl:24])[CH2:13][CH2:12]1)=[O:10]. The catalyst class is: 5. (7) Reactant: [Br:1][C:2]1[C:3]([O:14][CH3:15])=[C:4]([C:9]([CH2:12]Br)=[CH:10][CH:11]=1)[C:5]([O:7][CH3:8])=[O:6].[S:16]([O-:19])([O-:18])=[O:17].[Na+:20].[Na+]. Product: [Na+:20].[Br:1][C:2]1[CH:11]=[CH:10][C:9]([CH2:12][S:16]([O-:19])(=[O:18])=[O:17])=[C:4]([C:5]([O:7][CH3:8])=[O:6])[C:3]=1[O:14][CH3:15]. The catalyst class is: 40.